This data is from Full USPTO retrosynthesis dataset with 1.9M reactions from patents (1976-2016). The task is: Predict the reactants needed to synthesize the given product. (1) Given the product [CH2:1]([N:4]([CH2:24][C:20]#[CH:21])[C:6](=[O:5])[O:8][C:9]([CH3:12])([CH3:11])[CH3:10])[C:2]#[CH:3], predict the reactants needed to synthesize it. The reactants are: [CH2:1]([NH2:4])[C:2]#[CH:3].[O:5](C(OC(C)(C)C)=O)[C:6]([O:8][C:9]([CH3:12])([CH3:11])[CH3:10])=O.[CH2:20]1[CH2:24]OC[CH2:21]1. (2) Given the product [OH:36][C@:21]1([C:22]2[CH:23]=[CH:24][C:25]([CH2:28][O:29][CH2:30][C@@H:31]([CH3:35])[CH2:32][O:33][CH3:34])=[CH:26][CH:27]=2)[CH2:20][CH2:19][N:18]([C:37]([O:39][C:40]([CH3:43])([CH3:42])[CH3:41])=[O:38])[CH2:17][C@@H:16]1[C:13]1[CH:14]=[CH:15][C:10]([C:5]2[CH:6]=[CH:7][CH:8]=[CH:9][C:4]=2[CH2:3][CH2:2][NH:1][C:52]([O:53][CH3:54])=[O:55])=[CH:11][C:12]=1[CH3:44], predict the reactants needed to synthesize it. The reactants are: [NH2:1][CH2:2][CH2:3][C:4]1[CH:9]=[CH:8][CH:7]=[CH:6][C:5]=1[C:10]1[CH:15]=[CH:14][C:13]([C@@H:16]2[C@@:21]([OH:36])([C:22]3[CH:27]=[CH:26][C:25]([CH2:28][O:29][CH2:30][C@@H:31]([CH3:35])[CH2:32][O:33][CH3:34])=[CH:24][CH:23]=3)[CH2:20][CH2:19][N:18]([C:37]([O:39][C:40]([CH3:43])([CH3:42])[CH3:41])=[O:38])[CH2:17]2)=[C:12]([CH3:44])[CH:11]=1.CCN(CC)CC.[C:52](Cl)(=[O:55])[O:53][CH3:54]. (3) Given the product [Cl:1][C:2]1[CH:23]=[C:22]([Cl:24])[CH:21]=[CH:20][C:3]=1[CH2:4][N:5]1[C:9]([CH2:10][CH2:11][C:12]([NH:33][S:30]([CH2:25][CH2:26][CH2:27][CH2:28][CH3:29])(=[O:32])=[O:31])=[O:14])=[CH:8][C:7]([O:15][CH2:16][CH2:17][O:18][CH3:19])=[N:6]1, predict the reactants needed to synthesize it. The reactants are: [Cl:1][C:2]1[CH:23]=[C:22]([Cl:24])[CH:21]=[CH:20][C:3]=1[CH2:4][N:5]1[C:9]([CH2:10][CH2:11][C:12]([OH:14])=O)=[CH:8][C:7]([O:15][CH2:16][CH2:17][O:18][CH3:19])=[N:6]1.[CH2:25]([S:30]([NH2:33])(=[O:32])=[O:31])[CH2:26][CH2:27][CH2:28][CH3:29].N12CCCN=C1CCCCC2.